This data is from Full USPTO retrosynthesis dataset with 1.9M reactions from patents (1976-2016). The task is: Predict the reactants needed to synthesize the given product. Given the product [C:10]1([C@@H:9]2[N:7]3[C:6](=[O:8])[CH2:5][CH2:4][C@H:3]3[CH2:2][O:1]2)[CH:15]=[CH:14][CH:13]=[CH:12][CH:11]=1, predict the reactants needed to synthesize it. The reactants are: [OH:1][CH2:2][C@H:3]1[NH:7][C:6](=[O:8])[CH2:5][CH2:4]1.[CH:9](=O)[C:10]1[CH:15]=[CH:14][CH:13]=[CH:12][CH:11]=1.C1(C)C=CC(S(O)(=O)=O)=CC=1.C(=O)([O-])O.[Na+].